From a dataset of Forward reaction prediction with 1.9M reactions from USPTO patents (1976-2016). Predict the product of the given reaction. (1) Given the reactants C[O:2][C:3](=[O:26])[C:4]1[CH:9]=[CH:8][C:7]([NH:10][C:11]([NH:13][C:14]2[CH:19]=[N:18][C:17]([CH3:20])=[CH:16][N:15]=2)=[O:12])=[C:6]([O:21][C:22]([F:25])([F:24])[F:23])[CH:5]=1.CO.O.[OH-].[Li+], predict the reaction product. The product is: [CH3:20][C:17]1[N:18]=[CH:19][C:14]([NH:13][C:11](=[O:12])[NH:10][C:7]2[CH:8]=[CH:9][C:4]([C:3]([OH:26])=[O:2])=[CH:5][C:6]=2[O:21][C:22]([F:25])([F:23])[F:24])=[N:15][CH:16]=1. (2) The product is: [Cl:12][C:13]1[CH:19]=[CH:18][C:17]([C:20]([F:22])([F:23])[F:21])=[CH:16][C:14]=1[NH:15][C:7](=[O:9])[C:6]1[CH:10]=[C:2]([CH3:1])[CH:3]=[CH:4][C:5]=1[OH:11]. Given the reactants [CH3:1][C:2]1[CH:10]=[C:6]([C:7]([OH:9])=O)[C:5]([OH:11])=[CH:4][CH:3]=1.[Cl:12][C:13]1[CH:19]=[CH:18][C:17]([C:20]([F:23])([F:22])[F:21])=[CH:16][C:14]=1[NH2:15], predict the reaction product. (3) Given the reactants I[C:2]1[CH:10]=[C:9]2[C:5]([CH2:6][CH2:7][CH2:8]2)=[CH:4][C:3]=1[NH2:11].[Cu][C:13]#[N:14].[NH4+].[OH-].C(Cl)Cl, predict the reaction product. The product is: [NH2:11][C:3]1[CH:4]=[C:5]2[C:9]([CH2:8][CH2:7][CH2:6]2)=[CH:10][C:2]=1[C:13]#[N:14]. (4) Given the reactants [CH2:1]([N:5]([S:15]([C:18]1[CH:23]=[CH:22][C:21]([N+:24]([O-:26])=[O:25])=[CH:20][CH:19]=1)(=[O:17])=[O:16])[C@H:6]([C:12]([OH:14])=[O:13])[CH2:7][CH2:8][CH2:9][CH2:10][NH2:11])[CH:2]([CH3:4])[CH3:3].[CH3:27][O:28][C:29]1[C:39]([O:40][CH3:41])=[CH:38][CH:37]=[CH:36][C:30]=1[CH:31]=[CH:32][C:33](O)=[O:34], predict the reaction product. The product is: [CH2:1]([N:5]([S:15]([C:18]1[CH:23]=[CH:22][C:21]([N+:24]([O-:26])=[O:25])=[CH:20][CH:19]=1)(=[O:17])=[O:16])[C@H:6]([C:12]([OH:14])=[O:13])[CH2:7][CH2:8][CH2:9][CH2:10][NH:11][C:33](=[O:34])[CH:32]=[CH:31][C:30]1[CH:36]=[CH:37][CH:38]=[C:39]([O:40][CH3:41])[C:29]=1[O:28][CH3:27])[CH:2]([CH3:4])[CH3:3]. (5) Given the reactants Cl[C:2]1[N:7]=[C:6](Cl)[CH:5]=[CH:4][N:3]=1.[CH:9]1[C:17]2[C:16]3[CH:18]=[CH:19][CH:20]=[CH:21][C:15]=3[O:14][C:13]=2[C:12]([C:22]2[CH:23]=[C:24](B(O)O)[CH:25]=[CH:26][CH:27]=2)=[CH:11][CH:10]=1.[C:31](=[O:34])([O-])[O-].[Na+].[Na+].CN1[CH2:43][CH2:42][CH2:41]N(C)C1=O, predict the reaction product. The product is: [CH:9]1[C:17]2[C:16]3[CH:18]=[CH:19][CH:20]=[CH:21][C:15]=3[O:14][C:13]=2[C:12]([C:22]2[CH:23]=[C:24]([C:2]3[N:7]=[C:6]([C:42]4[CH:43]=[CH:21][CH:15]=[C:16]([C:17]5[C:13]6[O:34][C:31]7[CH:24]=[CH:25][CH:26]=[CH:27][C:22]=7[C:12]=6[CH:11]=[CH:10][CH:9]=5)[CH:41]=4)[CH:5]=[CH:4][N:3]=3)[CH:25]=[CH:26][CH:27]=2)=[CH:11][CH:10]=1. (6) Given the reactants C(O)C.[CH:4]1[C:9]2[CH2:10][C@H:11]3[N:16]([CH2:17][CH:18]4[CH2:20][CH2:19]4)[CH2:15][CH2:14][C@:13]45[C@H:21]([C:23]([CH2:25][CH2:26][C@@:12]34[OH:27])=[O:24])[O:22][C:7]([C:8]=25)=[C:6]([OH:28])[CH:5]=1.Cl.C(O)(=O)CC(CC(O)=O)(C(O)=O)O, predict the reaction product. The product is: [CH:4]1[C:9]2[CH2:10][C@H:11]3[N:16]([CH2:17][CH:18]4[CH2:20][CH2:19]4)[CH2:15][CH2:14][C@:13]45[C@H:21]([C:23]([CH2:25][CH2:26][C@@:12]34[OH:27])=[O:24])[O:22][C:7]([C:8]=25)=[C:6]([OH:28])[CH:5]=1.